Dataset: Forward reaction prediction with 1.9M reactions from USPTO patents (1976-2016). Task: Predict the product of the given reaction. (1) Given the reactants [C:1]([O:5][C@@H:6]([C:11]1[C:40]([CH3:41])=[C:39]([CH2:42][OH:43])[C:38]2=[N:44][C:35]3=[C:36]([Cl:45])[N:37]2[C:12]=1[N:13]1[CH2:50][CH2:49][C:16]([CH3:51])([O:17][CH2:18][CH2:19][CH2:20][CH2:21][C@H:22]([CH3:48])[O:23][C:24]2[CH:25]=[CH:26][C:27]([F:47])=[CH:28][C:29]=2[C:30]2[CH:46]=[C:34]3[CH:33]=[CH:32][CH:31]=2)[CH2:15][CH2:14]1)[C:7]([O:9]C)=[O:8])([CH3:4])([CH3:3])[CH3:2].C(O[C@@H](C1C(C)=CC2=NC3=C(Cl)N2C=1N1CCC(C)(OCCCC[C@H](C)OC2C=CC(C)=CC=2C2C=C3C=CC=2)CC1)C(O)=O)(C)(C)C, predict the reaction product. The product is: [C:1]([O:5][C@@H:6]([C:11]1[C:40]([CH3:41])=[C:39]([CH2:42][OH:43])[C:38]2=[N:44][C:35]3=[C:36]([Cl:45])[N:37]2[C:12]=1[N:13]1[CH2:14][CH2:15][C:16]([CH3:51])([O:17][CH2:18][CH2:19][CH2:20][CH2:21][C@H:22]([CH3:48])[O:23][C:24]2[CH:25]=[CH:26][C:27]([F:47])=[CH:28][C:29]=2[C:30]2[CH:46]=[C:34]3[CH:33]=[CH:32][CH:31]=2)[CH2:49][CH2:50]1)[C:7]([OH:9])=[O:8])([CH3:4])([CH3:2])[CH3:3]. (2) Given the reactants [O:1]=[C:2]1[C:11]2[C:6](=[CH:7][CH:8]=[CH:9][CH:10]=2)[CH2:5][CH2:4][C:3]1(CC#C)[C:12]([O:14][CH2:15][CH3:16])=[O:13].O, predict the reaction product. The product is: [O:1]=[C:2]1[C:11]2[C:6](=[CH:7][CH:8]=[CH:9][CH:10]=2)[CH2:5][CH2:4][CH:3]1[C:12]([O:14][CH2:15][CH3:16])=[O:13]. (3) Given the reactants Cl[C:2]1[CH:7]=[C:6]([C:8]([OH:10])=[O:9])[CH:5]=[CH:4][N:3]=1.[CH3:11][NH:12][C:13]1[CH:18]=[CH:17][CH:16]=[CH:15][CH:14]=1, predict the reaction product. The product is: [CH3:11][N:12]([C:13]1[CH:18]=[CH:17][CH:16]=[CH:15][CH:14]=1)[C:2]1[CH:7]=[C:6]([CH:5]=[CH:4][N:3]=1)[C:8]([OH:10])=[O:9]. (4) The product is: [N+:25]([C:28]1[N:33]=[C:32]([S:34]([C:10]2[N:11]=[CH:6][CH:7]=[CH:8][C:9]=2[C:22]([NH2:39])=[O:24])(=[O:36])=[O:35])[CH:31]=[CH:30][CH:29]=1)([O-:27])=[O:26]. Given the reactants C(N[C:6]1[N:11]=[C:10](OC2C(C)=CC(C)=CC=2C)[C:9]([C:22]([OH:24])=O)=[CH:8][CH:7]=1)(C)(C)C.[N+:25]([C:28]1[N:33]=[C:32]([S:34](N)(=[O:36])=[O:35])[CH:31]=[CH:30][CH:29]=1)([O-:27])=[O:26].C[N:39](C(ON1N=NC2C=CC=NC1=2)=[N+](C)C)C.F[P-](F)(F)(F)(F)F.C(N(C(C)C)C(C)C)C, predict the reaction product.